This data is from Peptide-MHC class II binding affinity with 134,281 pairs from IEDB. The task is: Regression. Given a peptide amino acid sequence and an MHC pseudo amino acid sequence, predict their binding affinity value. This is MHC class II binding data. (1) The peptide sequence is APYVAWMRATAIQAE. The MHC is DRB1_1201 with pseudo-sequence DRB1_1201. The binding affinity (normalized) is 0.802. (2) The peptide sequence is CSGEPVVVHITDDNE. The MHC is HLA-DQA10301-DQB10302 with pseudo-sequence HLA-DQA10301-DQB10302. The binding affinity (normalized) is 0.355. (3) The peptide sequence is GSRAIWYMWLGARYL. The MHC is DRB1_1301 with pseudo-sequence DRB1_1301. The binding affinity (normalized) is 0.770. (4) The binding affinity (normalized) is 0. The MHC is DRB1_0101 with pseudo-sequence DRB1_0101. The peptide sequence is AVRVSPGMLDAQAYGVK. (5) The peptide sequence is INEPTAAAIRYGLDR. The MHC is HLA-DQA10401-DQB10402 with pseudo-sequence HLA-DQA10401-DQB10402. The binding affinity (normalized) is 0.470. (6) The MHC is DRB1_0401 with pseudo-sequence DRB1_0401. The peptide sequence is YYEIGKILSRDILSKINQPY. The binding affinity (normalized) is 0.728.